Dataset: Reaction yield outcomes from USPTO patents with 853,638 reactions. Task: Predict the reaction yield, written as a fraction of the theoretical maximum amount of product (1.0 means a 100% yield; for example, 0.34 means a 34% yield). (1) The reactants are [CH2:1]([S:3]([C:6]1[CH:7]=[C:8]([C:12]2[CH:17]=[C:16]([C:18]([F:21])([F:20])[F:19])[C:15]([CH3:22])=[C:14]([NH2:23])[C:13]=2[C:24]2[C:25](F)=[N:26][CH:27]=[C:28]([CH3:30])[CH:29]=2)[CH:9]=[CH:10][CH:11]=1)(=[O:5])=[O:4])[CH3:2].[CH3:32][C:33]([OH:35])=[O:34]. No catalyst specified. The product is [C:33]([OH:35])(=[O:34])[CH3:32].[CH2:1]([S:3]([C:6]1[CH:7]=[C:8]([C:12]2[CH:17]=[C:16]([C:18]([F:21])([F:20])[F:19])[C:15]([CH3:22])=[C:14]3[C:13]=2[C:24]2[CH:29]=[C:28]([CH3:30])[CH:27]=[N:26][C:25]=2[NH:23]3)[CH:9]=[CH:10][CH:11]=1)(=[O:5])=[O:4])[CH3:2]. The yield is 0.700. (2) The reactants are [C:1]([O:5][C:6]([N:8]1[CH2:13][CH2:12]C(CCO)[CH2:10][CH2:9]1)=[O:7])([CH3:4])([CH3:3])[CH3:2].CS(Cl)(=O)=O.S([O-])(=O)(=[O:24])C.[CH2:27]1[CH2:37][CH2:36][N:35]2[C:30](=[N:31][CH2:32][CH2:33][CH2:34]2)[CH2:29][CH2:28]1.[CH2:38]([N:40](CC)CC)[CH3:39]. The catalyst is CCOCC.O.CN(C=O)C. The product is [C:1]([O:5][C:6]([N:8]1[CH2:9][CH2:10][CH:27]([CH2:37][CH2:36][N:35]2[C:30]3[N:40]4[C:38](=[N:31][CH:32]=[C:33]4[C:34]2=[O:24])[CH:39]=[CH:28][CH:29]=3)[CH2:12][CH2:13]1)=[O:7])([CH3:2])([CH3:3])[CH3:4]. The yield is 0.682.